This data is from Peptide-MHC class I binding affinity with 185,985 pairs from IEDB/IMGT. The task is: Regression. Given a peptide amino acid sequence and an MHC pseudo amino acid sequence, predict their binding affinity value. This is MHC class I binding data. The MHC is HLA-B15:17 with pseudo-sequence HLA-B15:17. The peptide sequence is EVAEKDAMY. The binding affinity (normalized) is 0.292.